Predict hERG channel inhibition at various concentrations. From a dataset of hERG Central: cardiac toxicity at 1µM, 10µM, and general inhibition. (1) The compound is O=C(c1ccc(-c2ccc([N+](=O)[O-])cc2)o1)N1CCCCC1. Results: hERG_inhib (hERG inhibition (general)): blocker. (2) The molecule is CCCc1cc(-n2cnc3ccccc32)n2c(nc3ccccc32)c1C#N. Results: hERG_inhib (hERG inhibition (general)): blocker. (3) The drug is C=C[C@]1(C)C[C@@H](OC(=O)CSCCN(CC)CC)[C@]2(C)C(C)CC[C@]3(CCC(=O)[C@H]32)[C@@H](C)[C@@H]1O. Results: hERG_inhib (hERG inhibition (general)): blocker. (4) The compound is Cc1ccc(CN2CCN(Cc3ccc4ncccc4c3)CC2CCO)cc1. Results: hERG_inhib (hERG inhibition (general)): blocker. (5) The compound is COc1ccc(/C=C/C2=CCN(Cc3ccc(OC)cc3)CC2)cc1.Cl. Results: hERG_inhib (hERG inhibition (general)): blocker. (6) The drug is CC(C)(C)OC(=O)NCCCCCNC(=O)c1[nH]cnc1C(=O)NC1CCN(C(=O)OC(C)(C)C)CC1. Results: hERG_inhib (hERG inhibition (general)): blocker.